From a dataset of NCI-60 drug combinations with 297,098 pairs across 59 cell lines. Regression. Given two drug SMILES strings and cell line genomic features, predict the synergy score measuring deviation from expected non-interaction effect. (1) Drug 1: CCC1=CC2CC(C3=C(CN(C2)C1)C4=CC=CC=C4N3)(C5=C(C=C6C(=C5)C78CCN9C7C(C=CC9)(C(C(C8N6C)(C(=O)OC)O)OC(=O)C)CC)OC)C(=O)OC.C(C(C(=O)O)O)(C(=O)O)O. Drug 2: CS(=O)(=O)CCNCC1=CC=C(O1)C2=CC3=C(C=C2)N=CN=C3NC4=CC(=C(C=C4)OCC5=CC(=CC=C5)F)Cl. Synergy scores: CSS=41.4, Synergy_ZIP=1.15, Synergy_Bliss=2.18, Synergy_Loewe=-25.1, Synergy_HSA=3.26. Cell line: LOX IMVI. (2) Drug 1: CN1C2=C(C=C(C=C2)N(CCCl)CCCl)N=C1CCCC(=O)O.Cl. Drug 2: C1CC(=O)NC(=O)C1N2C(=O)C3=CC=CC=C3C2=O. Cell line: ACHN. Synergy scores: CSS=-1.65, Synergy_ZIP=0.706, Synergy_Bliss=0.148, Synergy_Loewe=-3.66, Synergy_HSA=-2.86. (3) Drug 1: CC1C(C(CC(O1)OC2CC(CC3=C2C(=C4C(=C3O)C(=O)C5=C(C4=O)C(=CC=C5)OC)O)(C(=O)C)O)N)O.Cl. Drug 2: CC1=CC2C(CCC3(C2CCC3(C(=O)C)OC(=O)C)C)C4(C1=CC(=O)CC4)C. Cell line: SNB-75. Synergy scores: CSS=31.3, Synergy_ZIP=16.3, Synergy_Bliss=19.1, Synergy_Loewe=-47.9, Synergy_HSA=13.8.